This data is from Catalyst prediction with 721,799 reactions and 888 catalyst types from USPTO. The task is: Predict which catalyst facilitates the given reaction. (1) Reactant: [Cl:1][C:2]1[C:16]([N:17]2[CH2:21][CH2:20][CH2:19][CH2:18]2)=[CH:15][C:5]2[N:6]([CH2:9][O:10][CH2:11][CH2:12][O:13][CH3:14])[CH:7]=[N:8][C:4]=2[CH:3]=1.C([N-]C(C)C)(C)C.[Li+].[Cl:30]N1C(=O)CCC1=O.[NH4+].[Cl-]. Product: [Cl:30][C:7]1[N:6]([CH2:9][O:10][CH2:11][CH2:12][O:13][CH3:14])[C:5]2[CH:15]=[C:16]([N:17]3[CH2:21][CH2:20][CH2:19][CH2:18]3)[C:2]([Cl:1])=[CH:3][C:4]=2[N:8]=1. The catalyst class is: 1. (2) Reactant: [F:1][C:2]([F:15])([F:14])[C:3]1[CH:12]=[CH:11][CH:10]=[C:9]2[C:4]=1[CH2:5][CH2:6][NH:7][C:8]2=[O:13].I[C:17]1[CH:18]=[N:19][CH:20]=[CH:21][C:22]=1[CH3:23].P([O-])([O-])([O-])=O.[K+].[K+].[K+]. Product: [CH3:23][C:22]1[CH:21]=[CH:20][N:19]=[CH:18][C:17]=1[N:7]1[CH2:6][CH2:5][C:4]2[C:9](=[CH:10][CH:11]=[CH:12][C:3]=2[C:2]([F:1])([F:14])[F:15])[C:8]1=[O:13]. The catalyst class is: 246. (3) Reactant: [CH2:1]([O:3][C:4]([C:6]1[C:7]([CH3:26])=[N:8][C:9]([NH:13][CH2:14]/[CH:15]=[CH:16]/B2OC(C)(C)C(C)(C)O2)=[N:10][C:11]=1[CH3:12])=[O:5])[CH3:2].Br[C:28]1[CH:29]=[C:30]([OH:34])[CH:31]=[CH:32][CH:33]=1.C(=O)([O-])[O-].[K+].[K+].CN(C=O)C. Product: [CH2:1]([O:3][C:4]([C:6]1[C:11]([CH3:12])=[N:10][C:9]([NH:13][CH2:14]/[CH:15]=[CH:16]/[C:28]2[CH:33]=[CH:32][CH:31]=[C:30]([OH:34])[CH:29]=2)=[N:8][C:7]=1[CH3:26])=[O:5])[CH3:2]. The catalyst class is: 6. (4) Reactant: Br[C:2]1[C:3]2[C:8]([C:9]([C:16]3[CH:21]=[CH:20][C:19]([C:22]4[CH:31]=[CH:30][C:29]5[C:24](=[CH:25][CH:26]=[CH:27][CH:28]=5)[CH:23]=4)=[CH:18][CH:17]=3)=[C:10]3[C:15]=1[CH:14]=[CH:13][CH:12]=[CH:11]3)=[CH:7][CH:6]=[CH:5][CH:4]=2.CCCCCC.C([Li])CCC.[B:43]([O:48]C)(OC)[O:44]C.Cl. Product: [CH:23]1[C:24]2[C:29](=[CH:28][CH:27]=[CH:26][CH:25]=2)[CH:30]=[CH:31][C:22]=1[C:19]1[CH:20]=[CH:21][C:16]([C:9]2[C:8]3[C:3](=[CH:4][CH:5]=[CH:6][CH:7]=3)[C:2]([B:43]([OH:48])[OH:44])=[C:15]3[C:10]=2[CH:11]=[CH:12][CH:13]=[CH:14]3)=[CH:17][CH:18]=1. The catalyst class is: 691.